Task: Predict the reaction yield, written as a fraction of the theoretical maximum amount of product (1.0 means a 100% yield; for example, 0.34 means a 34% yield).. Dataset: Reaction yield outcomes from USPTO patents with 853,638 reactions (1) The reactants are [CH3:1][C:2](=[CH:4][CH2:5][CH2:6][C@@H:7]([CH3:13])CCCCC)[CH3:3].C[C:15]([CH3:17])=[O:16].[OH:18]S(O)(=O)=O.O=[Cr](=O)=O.O.[O-]S([O-])(=O)=O.[Na+].[Na+]. The catalyst is CC(C)=O. The product is [CH3:1][C@@H:2]([CH2:4][CH2:5][CH2:6][CH2:7][CH3:13])[CH2:3][CH2:17][C:15]([OH:18])=[O:16]. The yield is 0.740. (2) The reactants are [C:12]([O:11][C:9](O[C:9]([O:11][C:12]([CH3:15])([CH3:14])[CH3:13])=[O:10])=[O:10])([CH3:15])([CH3:14])[CH3:13].[CH3:16][O:17][C:18]([C:20]1[CH:21]=[CH:22][CH:23]=[C:24]2[C:28]=1[NH:27][CH:26]=[CH:25]2)=[O:19]. The catalyst is CN(C)C1C=CN=CC=1.C(Cl)Cl. The product is [CH3:16][O:17][C:18]([C:20]1[CH:21]=[CH:22][CH:23]=[C:24]2[C:28]=1[N:27]([C:9]([O:11][C:12]([CH3:13])([CH3:14])[CH3:15])=[O:10])[CH:26]=[CH:25]2)=[O:19]. The yield is 0.970. (3) The reactants are [OH-].[Na+].[F:3][CH2:4][C:5]1[O:9][N:8]=[C:7]([C:10]([O:12]CC)=[O:11])[CH:6]=1. The catalyst is C(O)C. The product is [F:3][CH2:4][C:5]1[O:9][N:8]=[C:7]([C:10]([OH:12])=[O:11])[CH:6]=1. The yield is 0.630. (4) The reactants are [F:1][C:2]1[CH:3]=[CH:4][C:5]([N+:9]([O-:11])=[O:10])=[C:6]([OH:8])[CH:7]=1.[C:12](=O)([O-])[O-].[K+].[K+].S(OC)(OC)(=O)=O. The catalyst is CC(C)=O. The product is [F:1][C:2]1[CH:3]=[CH:4][C:5]([N+:9]([O-:11])=[O:10])=[C:6]([O:8][CH3:12])[CH:7]=1. The yield is 1.00. (5) The reactants are NC1(C2C=CC(C3C(=O)C4C(=CC=C(F)C=4)OC=3C3C=CC=CC=3)=CC=2)CCC1.C(OC(=O)[NH:36][C:37]1([C:41]2[CH:46]=[CH:45][C:44]([C:47]3[C:56](=[O:57])[C:55]4[C:50](=[CH:51][C:52]([C:58](=[O:60])[NH2:59])=[CH:53][CH:54]=4)[O:49][C:48]=3[C:61]3[CH:66]=[CH:65][CH:64]=[CH:63][CH:62]=3)=[CH:43][CH:42]=2)[CH2:40][CH2:39][CH2:38]1)(C)(C)C. No catalyst specified. The product is [NH2:36][C:37]1([C:41]2[CH:42]=[CH:43][C:44]([C:47]3[C:56](=[O:57])[C:55]4[C:50](=[CH:51][C:52]([C:58]([NH2:59])=[O:60])=[CH:53][CH:54]=4)[O:49][C:48]=3[C:61]3[CH:66]=[CH:65][CH:64]=[CH:63][CH:62]=3)=[CH:45][CH:46]=2)[CH2:38][CH2:39][CH2:40]1. The yield is 0.700.